Dataset: Hepatocyte clearance measurements from AstraZeneca. Task: Regression/Classification. Given a drug SMILES string, predict its absorption, distribution, metabolism, or excretion properties. Task type varies by dataset: regression for continuous measurements (e.g., permeability, clearance, half-life) or binary classification for categorical outcomes (e.g., BBB penetration, CYP inhibition). For this dataset (clearance_hepatocyte_az), we predict log10(clearance) (log10 of the in vitro intrinsic clearance, CLint, in uL/min per 10^6 hepatocytes; values are censored to the assay range of 3 to 150, which is 0.477 to 2.18 on this log10 scale). (1) The drug is OC(c1ccc(-c2ccc(CN3CCN(Cc4ccncc4)CC3)cc2)c(F)c1)(C(F)(F)F)C(F)(F)F. The log10(clearance) is 0.940. (2) The molecule is O=C(NCC12CC3CC(CC(C3)C1)C2)c1cc(-n2ncc(=O)[nH]c2=O)ccc1Cl. The log10(clearance) is 1.18.